Dataset: Full USPTO retrosynthesis dataset with 1.9M reactions from patents (1976-2016). Task: Predict the reactants needed to synthesize the given product. Given the product [C:27]([C:26]1[C:21]([NH2:20])=[N:22][C:23]([CH3:29])=[CH:24][CH:25]=1)#[CH:1], predict the reactants needed to synthesize it. The reactants are: [CH:1](NC(C)C)(C)C.C([Li])CCC.C[Si](C=[N+]=[N-])(C)C.[NH2:20][C:21]1[C:26]([CH:27]=O)=[CH:25][CH:24]=[C:23]([CH3:29])[N:22]=1.C(O)(=O)C.